This data is from Full USPTO retrosynthesis dataset with 1.9M reactions from patents (1976-2016). The task is: Predict the reactants needed to synthesize the given product. (1) Given the product [F:30][C:27]([F:28])([F:29])[C:25]1[CH:24]=[C:23]([C:31]([CH3:52])([CH3:51])[C:32]([N:34]([C:36]2[CH:37]=[N:38][C:39]([N:9]3[C@H:8]([CH2:7][OH:6])[CH2:13][N:12]4[CH2:14][CH2:15][CH2:16][C@H:11]4[CH2:10]3)=[CH:40][C:41]=2[C:42]2[CH:47]=[CH:46][C:45]([F:48])=[CH:44][C:43]=2[CH3:49])[CH3:35])=[O:33])[CH:22]=[C:21]([C:20]([F:54])([F:19])[F:53])[CH:26]=1, predict the reactants needed to synthesize it. The reactants are: CC([Si](C)(C)[O:6][CH2:7][C@@H:8]1[CH2:13][N:12]2[CH2:14][CH2:15][CH2:16][C@H:11]2[CH2:10][NH:9]1)(C)C.[F:19][C:20]([F:54])([F:53])[C:21]1[CH:22]=[C:23]([C:31]([CH3:52])([CH3:51])[C:32]([N:34]([C:36]2[CH:37]=[N:38][C:39](Cl)=[CH:40][C:41]=2[C:42]2[CH:47]=[CH:46][C:45]([F:48])=[CH:44][C:43]=2[CH3:49])[CH3:35])=[O:33])[CH:24]=[C:25]([C:27]([F:30])([F:29])[F:28])[CH:26]=1.[OH-].[Na+].Cl. (2) Given the product [C:1]([CH2:9][NH:10][CH2:11][C:12]1[CH:13]=[C:14]([C:18]2[CH:23]=[CH:22][C:21]([CH2:24][CH:25]([NH:30][C:31]([CH3:41])=[CH:32][C:33](=[O:40])[C:34]3[CH:39]=[CH:38][CH:37]=[CH:36][CH:35]=3)[C:26]([O:28][CH3:29])=[O:27])=[CH:20][CH:19]=2)[CH:15]=[CH:16][CH:17]=1)(=[O:8])[C:2]1[CH:7]=[CH:6][CH:5]=[CH:4][CH:3]=1, predict the reactants needed to synthesize it. The reactants are: [C:1]([CH2:9][NH:10][CH2:11][C:12]1[CH:13]=[C:14]([C:18]2[CH:23]=[CH:22][C:21]([CH2:24][C@H:25]([NH:30][C:31]([CH3:41])=[CH:32][C:33](=[O:40])[C:34]3[CH:39]=[CH:38][CH:37]=[CH:36][CH:35]=3)[C:26]([O:28][CH3:29])=[O:27])=[CH:20][CH:19]=2)[CH:15]=[CH:16][CH:17]=1)(=[O:8])[C:2]1[CH:7]=[CH:6][CH:5]=[CH:4][CH:3]=1.NC(CC1C=CC(C2C=CC=C(CNCC(=O)C3C=CC=CC=3)C=2)=CC=1)C(OC)=O.